From a dataset of Full USPTO retrosynthesis dataset with 1.9M reactions from patents (1976-2016). Predict the reactants needed to synthesize the given product. (1) Given the product [CH2:25]([O:24][C:13]1[CH:14]=[C:15]([C:17]([OH:19])=[O:18])[CH:16]=[C:11]([O:10][CH2:8][CH3:9])[C:12]=1[C:27]1[CH:28]=[CH:29][C:30]([C:33]([O:35][CH3:36])=[O:34])=[CH:31][CH:32]=1)[CH3:26], predict the reactants needed to synthesize it. The reactants are: C(O)(C(F)(F)F)=O.[CH2:8]([O:10][C:11]1[CH:16]=[C:15]([C:17]([O:19]C(C)(C)C)=[O:18])[CH:14]=[C:13]([O:24][CH2:25][CH3:26])[C:12]=1[C:27]1[CH:32]=[CH:31][C:30]([C:33]([O:35][CH3:36])=[O:34])=[CH:29][CH:28]=1)[CH3:9]. (2) Given the product [OH:33][C:30]1([CH2:34][CH2:35][N:36]2[CH2:41][CH2:40][C@H:39]([OH:42])[C@@H:38]([CH3:43])[CH2:37]2)[CH2:29][CH2:28][CH:27]([NH:26][C:21]([C:15]2[NH:16][C:17]3[C:13]([CH:14]=2)=[C:12]([O:11][CH2:10][C:7]2[C:6]4[CH:24]=[CH:25][C:3]([O:2][CH3:1])=[CH:4][C:5]=4[O:9][CH:8]=2)[CH:20]=[CH:19][CH:18]=3)=[O:22])[CH2:32][CH2:31]1, predict the reactants needed to synthesize it. The reactants are: [CH3:1][O:2][C:3]1[CH:25]=[CH:24][C:6]2[C:7]([CH2:10][O:11][C:12]3[CH:20]=[CH:19][CH:18]=[C:17]4[C:13]=3[CH:14]=[C:15]([C:21](O)=[O:22])[NH:16]4)=[CH:8][O:9][C:5]=2[CH:4]=1.[NH2:26][CH:27]1[CH2:32][CH2:31][C:30]([CH2:34][CH2:35][N:36]2[CH2:41][CH2:40][C@H:39]([OH:42])[C@@H:38]([CH3:43])[CH2:37]2)([OH:33])[CH2:29][CH2:28]1. (3) Given the product [CH2:1]([C:3]1[C:4]([C:15]2[S:25][C:18]3[N:19]([CH3:24])[C:20]([CH2:22][N:26]4[CH2:30][CH2:29][CH2:28][CH2:27]4)=[CH:21][C:17]=3[CH:16]=2)=[N:5][C:6]([O:13][CH3:14])=[C:7]([CH:12]=1)[C:8]([O:10][CH3:11])=[O:9])[CH3:2], predict the reactants needed to synthesize it. The reactants are: [CH2:1]([C:3]1[C:4]([C:15]2[S:25][C:18]3[N:19]([CH3:24])[C:20]([CH:22]=O)=[CH:21][C:17]=3[CH:16]=2)=[N:5][C:6]([O:13][CH3:14])=[C:7]([CH:12]=1)[C:8]([O:10][CH3:11])=[O:9])[CH3:2].[NH:26]1[CH2:30][CH2:29][CH2:28][CH2:27]1.CC(O)=O.[BH-](OC(C)=O)(OC(C)=O)OC(C)=O.[Na+]. (4) Given the product [NH:28]1[CH2:27][CH2:26][CH:25]([C:23]2[CH:22]=[CH:21][N:20]3[N:16]=[N:17][CH:18]=[C:19]3[CH:24]=2)[CH2:30][CH2:29]1, predict the reactants needed to synthesize it. The reactants are: N1CCC(C2C=CC3N(C=NN=3)C=2)CC1.[N:16]1[N:20]2[CH:21]=[CH:22][C:23]([CH:25]3[CH2:30][CH2:29][N:28](C(OC(C)(C)C)=O)[CH2:27][CH2:26]3)=[CH:24][C:19]2=[CH:18][N:17]=1.N1N=CN2C=C(C3CCN(C(OC(C)(C)C)=O)CC3)C=CC=12. (5) Given the product [CH2:1]([O:8][C:9]([N:11]1[CH2:15][CH2:14][CH2:13][C@H:12]1[C:16](=[O:35])[NH:17][C:18]1[S:19][CH:20]=[C:21]([C:42]2[O:41][C:40]([C:38]([O:37][CH3:36])=[O:39])=[CH:44][CH:43]=2)[N:22]=1)=[O:10])[C:2]1[CH:7]=[CH:6][CH:5]=[CH:4][CH:3]=1, predict the reactants needed to synthesize it. The reactants are: [CH2:1]([O:8][C:9]([N:11]1[CH2:15][CH2:14][CH2:13][C@H:12]1[C:16](=[O:35])[NH:17][C:18]1[S:19][C:20](C2C=CC=C(C(=O)NC3CC3)C=2)=[CH:21][N:22]=1)=[O:10])[C:2]1[CH:7]=[CH:6][CH:5]=[CH:4][CH:3]=1.[CH3:36][O:37][C:38]([C:40]1[O:41][C:42](C2N=C(N)SC=2)=[CH:43][CH:44]=1)=[O:39].CN(C(ON1N=NC2C=CC=NC1=2)=[N+](C)C)C.F[P-](F)(F)(F)(F)F.CCN(C(C)C)C(C)C.C(OC(N1CCC[C@H]1C(O)=O)=O)C1C=CC=CC=1.